Dataset: Forward reaction prediction with 1.9M reactions from USPTO patents (1976-2016). Task: Predict the product of the given reaction. Given the reactants [CH3:1][C:2]1[CH:16]=[CH:15][CH:14]=[CH:13][C:3]=1[C:4]([NH:6][C@@H:7]1[CH2:12][CH2:11][CH2:10][NH:9][CH2:8]1)=[O:5].[C:17]([N:22]1[CH2:27][CH2:26][C:25](=O)[CH2:24][CH2:23]1)([O:19][CH2:20][CH3:21])=[O:18].[N-]=C=O, predict the reaction product. The product is: [CH3:1][C:2]1[CH:16]=[CH:15][CH:14]=[CH:13][C:3]=1[C:4]([NH:6][C@@H:7]1[CH2:12][CH2:11][CH2:10][N:9]([CH:25]2[CH2:26][CH2:27][N:22]([C:17]([O:19][CH2:20][CH3:21])=[O:18])[CH2:23][CH2:24]2)[CH2:8]1)=[O:5].